This data is from Reaction yield outcomes from USPTO patents with 853,638 reactions. The task is: Predict the reaction yield, written as a fraction of the theoretical maximum amount of product (1.0 means a 100% yield; for example, 0.34 means a 34% yield). (1) The reactants are [CH2:1]([N:8]1[C:13](=[O:14])[C:12]2[C:15]([CH3:18])=[N:16][S:17][C:11]=2[N:10]=[C:9]1[CH2:19][CH2:20][CH3:21])[C:2]1[CH:7]=[CH:6][CH:5]=[CH:4][CH:3]=1.C([O-])(=O)C.[Na+].[Br:27]Br.CCOC(C)=O. The catalyst is C(O)(=O)C. The product is [CH2:1]([N:8]1[C:13](=[O:14])[C:12]2[C:15]([CH3:18])=[N:16][S:17][C:11]=2[N:10]=[C:9]1[CH:19]([Br:27])[CH2:20][CH3:21])[C:2]1[CH:3]=[CH:4][CH:5]=[CH:6][CH:7]=1. The yield is 1.00. (2) The reactants are C([O:4][CH2:5][C:6]([N:8]1[CH2:13][CH2:12][CH:11]([NH:14][C:15]([C:17]2[S:25][C:24]3[CH:23]=[C:22]([CH2:26][CH3:27])[N:21]([CH2:28][C:29](=[O:36])[C:30]4[CH:35]=[CH:34][CH:33]=[CH:32][CH:31]=4)[C:20](=[O:37])[C:19]=3[C:18]=2[O:38][CH2:39][CH3:40])=[O:16])[CH2:10][CH2:9]1)=[O:7])(=O)C.C(=O)([O-])[O-].[K+].[K+].CO.O. The catalyst is C1COCC1. The product is [CH2:39]([O:38][C:18]1[C:19]2[C:20](=[O:37])[N:21]([CH2:28][C:29](=[O:36])[C:30]3[CH:35]=[CH:34][CH:33]=[CH:32][CH:31]=3)[C:22]([CH2:26][CH3:27])=[CH:23][C:24]=2[S:25][C:17]=1[C:15]([NH:14][CH:11]1[CH2:12][CH2:13][N:8]([C:6](=[O:7])[CH2:5][OH:4])[CH2:9][CH2:10]1)=[O:16])[CH3:40]. The yield is 0.690. (3) The reactants are [Cl:1][C:2]1[CH:7]=[CH:6][N:5]=[C:4]2[N:8]([CH2:11][O:12][CH2:13][CH2:14][Si:15]([CH3:18])([CH3:17])[CH3:16])[CH:9]=[CH:10][C:3]=12.[CH2:19]([Li])CCC.IC. The catalyst is C1COCC1. The product is [Cl:1][C:2]1[CH:7]=[CH:6][N:5]=[C:4]2[N:8]([CH2:11][O:12][CH2:13][CH2:14][Si:15]([CH3:18])([CH3:17])[CH3:16])[C:9]([CH3:19])=[CH:10][C:3]=12. The yield is 0.950. (4) The reactants are [CH2:1]([N:3]1[CH:7]=[C:6]([C:8]([OH:10])=O)[C:5]([CH3:11])=[N:4]1)[CH3:2].CN(C)C=O.C(Cl)(=O)C(Cl)=O.[NH2:23][C:24]1[CH:25]=[C:26]([CH:43]=[CH:44][C:45]=1[Cl:46])[O:27][C:28]1[CH:29]=[CH:30][C:31]2[N:32]([CH:34]=[C:35]([NH:37][C:38]([CH:40]3[CH2:42][CH2:41]3)=[O:39])[N:36]=2)[N:33]=1. The catalyst is CN(C)C(=O)C.O1CCCC1. The product is [Cl:46][C:45]1[CH:44]=[CH:43][C:26]([O:27][C:28]2[CH:29]=[CH:30][C:31]3[N:32]([CH:34]=[C:35]([NH:37][C:38]([CH:40]4[CH2:42][CH2:41]4)=[O:39])[N:36]=3)[N:33]=2)=[CH:25][C:24]=1[NH:23][C:8]([C:6]1[C:5]([CH3:11])=[N:4][N:3]([CH2:1][CH3:2])[CH:7]=1)=[O:10]. The yield is 0.330. (5) The reactants are [NH2:1][C:2]1[CH:7]=[CH:6][CH:5]=[C:4]([CH:8]([OH:10])[CH3:9])[C:3]=1[OH:11].[CH2:12]([O:14][C:15]1[C:16](=O)[C:17](=[O:22])[C:18]=1[O:19]CC)[CH3:13]. The catalyst is C(O)C. The product is [CH2:12]([O:14][C:15]1[C:18](=[O:19])[C:17](=[O:22])[C:16]=1[NH:1][C:2]1[CH:7]=[CH:6][CH:5]=[C:4]([CH:8]([OH:10])[CH3:9])[C:3]=1[OH:11])[CH3:13]. The yield is 0.380. (6) The reactants are [N+:1]([C:4]1[CH:9]=[C:8]([C:10]([F:13])([F:12])[F:11])[CH:7]=[CH:6][C:5]=1[S:14](Cl)(=[O:16])=[O:15])([O-:3])=[O:2].[Cl:18][C:19]1[C:28]([NH2:29])=[C:27]2[C:22]([C:23]([O:30][CH3:31])=[CH:24][CH:25]=[N:26]2)=[CH:21][CH:20]=1. The product is [Cl:18][C:19]1[C:28]([NH:29][S:14]([C:5]2[CH:6]=[CH:7][C:8]([C:10]([F:13])([F:12])[F:11])=[CH:9][C:4]=2[N+:1]([O-:3])=[O:2])(=[O:16])=[O:15])=[C:27]2[C:22]([C:23]([O:30][CH3:31])=[CH:24][CH:25]=[N:26]2)=[CH:21][CH:20]=1. The yield is 0.690. The catalyst is N1C=CC=CC=1. (7) The reactants are [C:1]([C:3]1[CH:8]=[CH:7][C:6]([C@@H:9]2[C:14]([C:15]([O:17][CH2:18][CH:19]=[CH2:20])=[O:16])=[C:13]([CH3:21])[N:12]([C:22]3[CH:27]=[CH:26][CH:25]=[C:24]([C:28]([F:31])([F:30])[F:29])[CH:23]=3)[C:11](=[O:32])[NH:10]2)=[C:5]([S:33]([CH3:36])(=[O:35])=[O:34])[CH:4]=1)#[N:2].[CH3:37][Si](C)(C)[N-][Si](C)(C)C.[Li+].IC. The catalyst is C1COCC1. The product is [C:1]([C:3]1[CH:8]=[CH:7][C:6]([C@@H:9]2[C:14]([C:15]([O:17][CH2:18][CH:19]=[CH2:20])=[O:16])=[C:13]([CH3:21])[N:12]([C:22]3[CH:27]=[CH:26][CH:25]=[C:24]([C:28]([F:30])([F:29])[F:31])[CH:23]=3)[C:11](=[O:32])[N:10]2[CH3:37])=[C:5]([S:33]([CH3:36])(=[O:34])=[O:35])[CH:4]=1)#[N:2]. The yield is 0.590.